This data is from Forward reaction prediction with 1.9M reactions from USPTO patents (1976-2016). The task is: Predict the product of the given reaction. (1) Given the reactants CC1(C)[O:6][C@@H:5]([C:7]([N:9]2[CH2:14][CH2:13][CH2:12][C@@H:11]([NH:15][C:16]3[C:21]([CH3:22])=[CH:20][N:19]=[C:18]([C:23]4[N:27]5[CH:28]=[C:29]([F:32])[CH:30]=[CH:31][C:26]5=[N:25][CH:24]=4)[N:17]=3)[CH2:10]2)=[O:8])[CH2:4][O:3]1.C(O)(=O)C, predict the reaction product. The product is: [F:32][C:29]1[CH:30]=[CH:31][C:26]2[N:27]([C:23]([C:18]3[N:17]=[C:16]([NH:15][C@@H:11]4[CH2:12][CH2:13][CH2:14][N:9]([C:7](=[O:8])[C@H:5]([OH:6])[CH2:4][OH:3])[CH2:10]4)[C:21]([CH3:22])=[CH:20][N:19]=3)=[CH:24][N:25]=2)[CH:28]=1. (2) Given the reactants [CH3:1][N:2]([CH2:4][C:5]([OH:7])=[O:6])[CH3:3].O[N:9]1[C:13](=[O:14])[CH2:12][CH2:11][C:10]1=[O:15].C1(N=C=NC2CCCCC2)CCCCC1, predict the reaction product. The product is: [O:15]=[C:10]1[CH2:11][CH2:12][C:13](=[O:14])[N:9]1[O:6][C:5](=[O:7])[CH2:4][N:2]([CH3:3])[CH3:1]. (3) Given the reactants [C:1]([N:4]1[CH2:9][CH2:8][C:7]([C:11]2[N:15]=[C:14]([NH:16][C:17]3[N:22]=[CH:21][C:20]([S:23][CH2:24]CC(OC)=O)=[CH:19][C:18]=3[O:30][C:31]3[C:32]([CH3:37])=[N:33][CH:34]=[CH:35][CH:36]=3)[S:13][N:12]=2)([CH3:10])[CH2:6][CH2:5]1)(=[O:3])[CH3:2].CC(C)([O-])C.[K+].[C:44]([O:47][CH2:48]CBr)(=[O:46])[CH3:45].O, predict the reaction product. The product is: [C:44]([O:47][CH2:48][CH2:24][S:23][C:20]1[CH:21]=[N:22][C:17]([NH:16][C:14]2[S:13][N:12]=[C:11]([C:7]3([CH3:10])[CH2:8][CH2:9][N:4]([C:1](=[O:3])[CH3:2])[CH2:5][CH2:6]3)[N:15]=2)=[C:18]([O:30][C:31]2[C:32]([CH3:37])=[N:33][CH:34]=[CH:35][CH:36]=2)[CH:19]=1)(=[O:46])[CH3:45]. (4) The product is: [ClH:34].[NH2:7][CH2:8][C:9]1[CH:14]=[CH:13][C:12]([C:15]([N:17]2[CH2:26][C:25]3[CH:24]=[N:23][N:22]([CH3:27])[C:21]=3[NH:20][C:19]3[CH:28]=[CH:29][CH:30]=[CH:31][C:18]2=3)=[O:16])=[C:11]([F:32])[CH:10]=1. Given the reactants C(OC(=O)[NH:7][CH2:8][C:9]1[CH:14]=[CH:13][C:12]([C:15]([N:17]2[CH2:26][C:25]3[CH:24]=[N:23][N:22]([CH3:27])[C:21]=3[NH:20][C:19]3[CH:28]=[CH:29][CH:30]=[CH:31][C:18]2=3)=[O:16])=[C:11]([F:32])[CH:10]=1)(C)(C)C.[ClH:34].O1CCOCC1, predict the reaction product. (5) Given the reactants C1C=CC(P(N=[N+]=[N-])(C2C=CC=CC=2)=O)=CC=1.[F:18][C:19]1[C:20](=[O:40])[N:21]2[C:25](=[C:26](C(O)=O)[C:27]=1[NH:28][C:29]1[CH:34]=[CH:33][C:32]([I:35])=[CH:31][C:30]=1[F:36])[CH2:24][CH2:23][CH2:22]2.CO.O.C[N:45]([CH:47]=[O:48])C, predict the reaction product. The product is: [F:18][C:19]1[C:20](=[O:40])[N:21]2[C:25]([CH2:24][CH2:23][CH2:22]2)=[C:26]2[C:27]=1[N:28]([C:29]1[CH:34]=[CH:33][C:32]([I:35])=[CH:31][C:30]=1[F:36])[C:47](=[O:48])[NH:45]2. (6) Given the reactants B(OC(C)C)(OC(C)C)OC(C)C.[Li+].[CH3:15][CH:16]([N-:18][CH:19]([CH3:21])[CH3:20])[CH3:17].ClC1[N:28]=[C:27]([NH:29][C:30]2[CH:35]=[CH:34][C:33]([C:36]([N:38]3[CH2:43][CH2:42][N:41]([CH3:44])[CH2:40][CH2:39]3)=[O:37])=[CH:32][CH:31]=2)[CH:26]=[N:25][CH:24]=1.C([O-])([O-])=O.[K+].[K+].[CH3:51][C:52]#[N:53].O, predict the reaction product. The product is: [CH3:44][N:41]1[CH2:42][CH2:43][N:38]([C:36]([C:33]2[CH:34]=[CH:35][C:30]([NH:29][C:27]3[CH:26]=[N:25][CH:24]=[C:20]([C:19]4[NH:18][C:16]5=[CH:17][N:53]=[CH:52][CH:51]=[C:15]5[CH:21]=4)[N:28]=3)=[CH:31][CH:32]=2)=[O:37])[CH2:39][CH2:40]1.